Dataset: Reaction yield outcomes from USPTO patents with 853,638 reactions. Task: Predict the reaction yield, written as a fraction of the theoretical maximum amount of product (1.0 means a 100% yield; for example, 0.34 means a 34% yield). (1) The reactants are Br[C:2]1[CH:3]=[C:4]([CH:9]=[CH:10][C:11]=1[CH3:12])[C:5]([O:7][CH3:8])=[O:6].[B:13]1([B:13]2[O:17][C:16]([CH3:19])([CH3:18])[C:15]([CH3:21])([CH3:20])[O:14]2)[O:17][C:16]([CH3:19])([CH3:18])[C:15]([CH3:21])([CH3:20])[O:14]1.C([O-])(=O)C.[K+].O. The catalyst is O1CCOCC1.C1C=CC(P(C2C=CC=CC=2)[C-]2C=CC=C2)=CC=1.C1C=CC(P(C2C=CC=CC=2)[C-]2C=CC=C2)=CC=1.Cl[Pd]Cl.[Fe+2]. The product is [CH3:12][C:11]1[CH:10]=[CH:9][C:4]([C:5]([O:7][CH3:8])=[O:6])=[CH:3][C:2]=1[B:13]1[O:17][C:16]([CH3:19])([CH3:18])[C:15]([CH3:21])([CH3:20])[O:14]1. The yield is 0.840. (2) The reactants are [Cl:1][C:2]1[CH:3]=[C:4]2[C:9](=[CH:10][C:11]=1[Cl:12])[N:8]=[C:7]([O:13][CH3:14])[C:6]([NH:15][C:16](=[O:20])OCC)=[N:5]2.[CH3:21][C:22]1[CH:23]=[C:24]([N:28]2[CH2:33][CH2:32][NH:31][CH2:30][CH2:29]2)[CH:25]=[CH:26][CH:27]=1. No catalyst specified. The product is [Cl:1][C:2]1[CH:3]=[C:4]2[C:9](=[CH:10][C:11]=1[Cl:12])[N:8]=[C:7]([O:13][CH3:14])[C:6]([NH:15][C:16]([N:31]1[CH2:32][CH2:33][N:28]([C:24]3[CH:25]=[CH:26][CH:27]=[C:22]([CH3:21])[CH:23]=3)[CH2:29][CH2:30]1)=[O:20])=[N:5]2. The yield is 0.710. (3) The product is [N:8]1([C:1]([C:16]2[CH:20]=[CH:21][C:22]3[NH:23][C:26](=[O:27])[NH:13][C:14]=3[CH:15]=2)=[O:2])[CH:12]=[CH:11][N:10]=[CH:9]1. The reactants are [C:1]([N:8]1[CH:12]=[CH:11][N:10]=[CH:9]1)(N1C=CN=C1)=[O:2].[NH2:13][C:14]1[CH:15]=[C:16]([CH:20]=[CH:21][C:22]=1[NH2:23])C(O)=O.C1C[O:27][CH2:26]C1. No catalyst specified. The yield is 0.660. (4) The yield is 0.860. The catalyst is C1(C)C=CC=CC=1.CC([O-])=O.CC([O-])=O.[Pd+2].C(P(C(C)(C)C)C1C=CC=CC=1C1C(C(C)C)=CC(C(C)C)=CC=1C(C)C)(C)(C)C. The reactants are Cl[C:2]1[CH:7]=[C:6]([CH3:8])[C:5]([C:9](=[O:11])[CH3:10])=[C:4]([CH3:12])[CH:3]=1.[O-]P([O-])([O-])=O.[K+].[K+].[K+].[CH3:21][C:22]1[CH:23]=[C:24]([OH:29])[CH:25]=[C:26]([CH3:28])[CH:27]=1. The product is [CH3:21][C:22]1[CH:23]=[C:24]([CH:25]=[C:26]([CH3:28])[CH:27]=1)[O:29][C:2]1[CH:7]=[C:6]([CH3:8])[C:5]([C:9](=[O:11])[CH3:10])=[C:4]([CH3:12])[CH:3]=1. (5) The product is [Cl:23][C:24]1[CH:25]=[C:26]([C:2]2[N:6]([CH2:7][O:8][CH2:9][CH2:10][Si:11]([CH3:14])([CH3:13])[CH3:12])[N:5]=[CH:4][C:3]=2[NH:15][C:16](=[O:22])[O:17][C:18]([CH3:21])([CH3:20])[CH3:19])[C:27]([O:30][CH3:31])=[N:28][CH:29]=1. The catalyst is C1C=CC(/C=C/C(/C=C/C2C=CC=CC=2)=O)=CC=1.C1C=CC(/C=C/C(/C=C/C2C=CC=CC=2)=O)=CC=1.C1C=CC(/C=C/C(/C=C/C2C=CC=CC=2)=O)=CC=1.C(Cl)(Cl)Cl.[Pd].[Pd].C(O)CCC. The yield is 0.520. The reactants are I[C:2]1[N:6]([CH2:7][O:8][CH2:9][CH2:10][Si:11]([CH3:14])([CH3:13])[CH3:12])[N:5]=[CH:4][C:3]=1[NH:15][C:16](=[O:22])[O:17][C:18]([CH3:21])([CH3:20])[CH3:19].[Cl:23][C:24]1[CH:25]=[C:26](B2OC(C)(C)C(C)(C)O2)[C:27]([O:30][CH3:31])=[N:28][CH:29]=1.COC1C=CC=C(OC)C=1C1C=CC=CC=1P(C1CCCCC1)C1CCCCC1.P([O-])([O-])([O-])=O.[K+].[K+].[K+]. (6) The reactants are [O:1]=[C:2]1[C:7]([CH2:8][C:9]2[CH:14]=[CH:13][C:12]([C:15]3[C:16]([C:21]#[N:22])=[CH:17][CH:18]=[CH:19][CH:20]=3)=[CH:11][CH:10]=2)=[C:6]([CH2:23][CH2:24][CH3:25])[N:5]2[N:26]=[CH:27][N:28]=[C:4]2[N:3]1[CH:29]1[CH2:42][CH2:41][C:32]2([O:36][C:35]([CH3:38])([CH3:37])[C:34]([CH3:40])([CH3:39])[O:33]2)[CH2:31][CH2:30]1.C([Sn](=O)CCCC)CCC.[N:53]([Si](C)(C)C)=[N+:54]=[N-:55].C1(C)C=CC=CC=1. The catalyst is C(OCC)(=O)C. The product is [CH2:23]([C:6]1[N:5]2[N:26]=[CH:27][N:28]=[C:4]2[N:3]([CH:29]2[CH2:42][CH2:41][C:32]3([O:36][C:35]([CH3:38])([CH3:37])[C:34]([CH3:40])([CH3:39])[O:33]3)[CH2:31][CH2:30]2)[C:2](=[O:1])[C:7]=1[CH2:8][C:9]1[CH:10]=[CH:11][C:12]([C:15]2[CH:20]=[CH:19][CH:18]=[CH:17][C:16]=2[C:21]2[NH:55][N:54]=[N:53][N:22]=2)=[CH:13][CH:14]=1)[CH2:24][CH3:25]. The yield is 0.280.